Dataset: Reaction yield outcomes from USPTO patents with 853,638 reactions. Task: Predict the reaction yield, written as a fraction of the theoretical maximum amount of product (1.0 means a 100% yield; for example, 0.34 means a 34% yield). (1) The reactants are C(=[C:8]1[C:17]2[N:16]=[CH:15][CH:14]=[CH:13][C:12]=2[CH2:11][CH2:10][CH2:9]1)C1C=CC=CC=1.[O:18]=[O+][O-].CSC. The catalyst is C(Cl)Cl. The product is [N:16]1[C:17]2[C:8](=[O:18])[CH2:9][CH2:10][CH2:11][C:12]=2[CH:13]=[CH:14][CH:15]=1. The yield is 0.790. (2) The reactants are [F:1][C:2]([F:22])([F:21])[CH:3]1[CH2:8][CH2:7][CH2:6][CH2:5][N:4]1[C:9]1[CH:14]=[CH:13][N:12]2[N:15]=[CH:16][C:17]([C:18]([OH:20])=O)=[C:11]2[N:10]=1.[NH2:23][C:24]1[CH:25]=[N:26][CH:27]=[CH:28][CH:29]=1.N1C=CC=CC=1.CN(C(ON1N=NC2C=CC=NC1=2)=[N+](C)C)C.F[P-](F)(F)(F)(F)F. The catalyst is CC#N.[Cl-].[Na+].O. The product is [N:26]1[CH:27]=[CH:28][CH:29]=[C:24]([NH:23][C:18]([C:17]2[CH:16]=[N:15][N:12]3[CH:13]=[CH:14][C:9]([N:4]4[CH2:5][CH2:6][CH2:7][CH2:8][CH:3]4[C:2]([F:1])([F:22])[F:21])=[N:10][C:11]=23)=[O:20])[CH:25]=1. The yield is 0.770. (3) The reactants are N1C=CC=CC=1.[CH3:7][O:8][CH:9]1[C@@H:13]2[O:14][C:15]([CH3:18])([CH3:17])[O:16][C@@H:12]2[C@@H:11]([CH2:19][OH:20])[O:10]1.C(=O)(O)[O-].[Na+]. The yield is 0.566. The catalyst is C(Cl)Cl.[O-2].[Cr+3].[O-2].[O-2].[Cr+3]. The product is [CH3:7][O:8][CH:9]1[C@@H:13]2[O:14][C:15]([CH3:18])([CH3:17])[O:16][C@@H:12]2[C@H:11]([CH:19]=[O:20])[O:10]1. (4) The reactants are [CH3:1][CH:2]([CH3:18])[CH2:3][NH:4][CH:5]1[CH2:10][CH2:9][N:8]([C:11]([O:13][C:14]([CH3:17])([CH3:16])[CH3:15])=[O:12])[CH2:7][CH2:6]1.[Cl:19][C:20]1[CH:27]=[C:26]([S:28]([CH3:31])(=[O:30])=[O:29])[CH:25]=[CH:24][C:21]=1[CH:22]=O.C(O[BH-](OC(=O)C)OC(=O)C)(=O)C.[Na+]. The catalyst is C1COCC1. The product is [Cl:19][C:20]1[CH:27]=[C:26]([S:28]([CH3:31])(=[O:30])=[O:29])[CH:25]=[CH:24][C:21]=1[CH2:22][N:4]([CH2:3][CH:2]([CH3:18])[CH3:1])[CH:5]1[CH2:6][CH2:7][N:8]([C:11]([O:13][C:14]([CH3:15])([CH3:16])[CH3:17])=[O:12])[CH2:9][CH2:10]1. The yield is 0.750. (5) The reactants are [Si:1]([O:8][CH2:9][CH2:10][O:11][C:12]1[CH:17]=[CH:16][C:15](Br)=[CH:14][CH:13]=1)([C:4]([CH3:7])([CH3:6])[CH3:5])([CH3:3])[CH3:2].[Li]CCCC.[CH3:24][O:25][C:26]([C:28]1[CH2:29][N:30]([C:42]([O:44][C:45]([CH3:48])([CH3:47])[CH3:46])=[O:43])[CH2:31][CH2:32][C:33]=1OS(C(F)(F)F)(=O)=O)=[O:27].[NH4+].[Cl-]. The catalyst is C1COCC1.[Cl-].[Cl-].[Zn+2].C1C=CC([P]([Pd]([P](C2C=CC=CC=2)(C2C=CC=CC=2)C2C=CC=CC=2)([P](C2C=CC=CC=2)(C2C=CC=CC=2)C2C=CC=CC=2)[P](C2C=CC=CC=2)(C2C=CC=CC=2)C2C=CC=CC=2)(C2C=CC=CC=2)C2C=CC=CC=2)=CC=1.CCOC(C)=O. The product is [CH3:24][O:25][C:26]([C:28]1[CH2:29][N:30]([C:42]([O:44][C:45]([CH3:48])([CH3:47])[CH3:46])=[O:43])[CH2:31][CH2:32][C:33]=1[C:15]1[CH:16]=[CH:17][C:12]([O:11][CH2:10][CH2:9][O:8][Si:1]([C:4]([CH3:7])([CH3:6])[CH3:5])([CH3:3])[CH3:2])=[CH:13][CH:14]=1)=[O:27]. The yield is 0.820. (6) The reactants are [N:1]([O-])=O.[Na+].[NH2:5][C:6]1[CH:7]=[CH:8][C:9]([CH2:12][CH3:13])=[N:10][CH:11]=1.[Cl-].[Na+].O.O.[Sn](Cl)Cl.[CH2:21]([O:23][C:24](=[O:37])[C:25](=O)[CH:26]1[CH2:34][C:33]2[C:28](=[CH:29][CH:30]=[CH:31][CH:32]=2)[C:27]1=O)[CH3:22].[OH-].[Na+]. The catalyst is O.Cl.C(O)C. The product is [CH2:21]([O:23][C:24]([C:25]1[C:26]2[CH2:34][C:33]3[C:28](=[CH:29][CH:30]=[CH:31][CH:32]=3)[C:27]=2[N:5]([C:6]2[CH:11]=[N:10][C:9]([CH2:12][CH3:13])=[CH:8][CH:7]=2)[N:1]=1)=[O:37])[CH3:22]. The yield is 0.370. (7) The reactants are I[C:2]1[CH:7]=[CH:6][C:5]([OH:8])=[CH:4][CH:3]=1.[S:9]1[CH:13]=[CH:12][C:11](B(O)O)=[CH:10]1.C1(P(C2C=CC=CC=2)C2C=CC=CC=2)C=CC=CC=1.C(=O)([O-])[O-].[K+].[K+]. The catalyst is COCCOC.C([O-])(=O)C.[Pd+2].C([O-])(=O)C.O.C(O)C. The product is [S:9]1[CH:13]=[CH:12][C:11]([C:2]2[CH:7]=[CH:6][C:5]([OH:8])=[CH:4][CH:3]=2)=[CH:10]1. The yield is 0.700.